Dataset: Forward reaction prediction with 1.9M reactions from USPTO patents (1976-2016). Task: Predict the product of the given reaction. (1) Given the reactants [F:1][C:2]1[CH:3]=[C:4](B2OC(C)(C)C(C)(C)O2)[CH:5]=[CH:6][C:7]=1[C:8]([F:11])([F:10])[F:9].Br[C:22]1[O:26][N:25]=[C:24]([C:27]([O:29][CH2:30][CH3:31])=[O:28])[C:23]=1[CH3:32].C(=O)([O-])[O-].[K+].[K+], predict the reaction product. The product is: [F:1][C:2]1[CH:3]=[C:4]([C:22]2[O:26][N:25]=[C:24]([C:27]([O:29][CH2:30][CH3:31])=[O:28])[C:23]=2[CH3:32])[CH:5]=[CH:6][C:7]=1[C:8]([F:9])([F:10])[F:11]. (2) Given the reactants [NH2:1][C:2]([C:4]1[N:5]=[C:6]([C:26]2[CH:31]=[CH:30][CH:29]=[CH:28][CH:27]=2)[CH:7]=[C:8]2[C:12]([CH:13]3[CH2:18][CH2:17][N:16](C(OC(C)(C)C)=O)[CH2:15][CH2:14]3)=[N:11][NH:10][C:9]=12)=[O:3].Cl, predict the reaction product. The product is: [C:26]1([C:6]2[CH:7]=[C:8]3[C:12]([CH:13]4[CH2:18][CH2:17][NH:16][CH2:15][CH2:14]4)=[N:11][NH:10][C:9]3=[C:4]([C:2]([NH2:1])=[O:3])[N:5]=2)[CH:27]=[CH:28][CH:29]=[CH:30][CH:31]=1. (3) Given the reactants C(C1[CH:24]=[CH:23][C:6]([CH2:7][S:8][C:9]2[CH:10]=[C:11]([O:19][CH2:20][O:21][CH3:22])[C:12](=[O:18])[N:13]([CH2:15][O:16][CH3:17])[CH:14]=2)=[CH:5][CH:4]=1)C.ClCC1C=C[N:30]=CC=1, predict the reaction product. The product is: [CH3:22][O:21][CH2:20][O:19][C:11]1[C:12](=[O:18])[N:13]([CH2:15][O:16][CH3:17])[CH:14]=[C:9]([S:8][CH2:7][C:6]2[CH:23]=[CH:24][N:30]=[CH:4][CH:5]=2)[CH:10]=1. (4) Given the reactants C[O:2][C:3]([C:5]1[CH:14]=[CH:13][C:12]2[CH:11]([N:15]=[N+]=[N-])[CH2:10][CH2:9][CH2:8][C:7]=2[CH:6]=1)=O, predict the reaction product. The product is: [NH2:15][CH:11]1[CH2:10][CH2:9][CH2:8][C:7]2[CH:6]=[C:5]([CH2:3][OH:2])[CH:14]=[CH:13][C:12]1=2. (5) Given the reactants [CH:1]1([C@H:7]([NH:33][C:34]([C@@H:36]2[CH2:41][CH2:40][CH2:39][CH2:38][N:37]2[CH:42]([CH3:44])[CH3:43])=[O:35])[C:8]([NH:10][C@@H:11]([C:29]([CH3:32])([CH3:31])[CH3:30])[C:12]([N:14]2[C@H:25]([C:26](O)=[O:27])[CH2:24][C@:16]3([C:21]([CH3:23])([CH3:22])[C:17]43[CH2:20][CH2:19][CH2:18]4)[CH2:15]2)=[O:13])=[O:9])[CH2:6][CH2:5][CH2:4][CH2:3][CH2:2]1.CN(C(ON1N=NC2C=CC=NC1=2)=[N+](C)C)C.F[P-](F)(F)(F)(F)F.CCN(C(C)C)C(C)C.[NH2:78][C@:79]1([C:84]([NH:86][S:87]([C:90]2([CH3:93])[CH2:92][CH2:91]2)(=[O:89])=[O:88])=[O:85])[CH2:81][C@H:80]1[CH2:82][CH3:83].IC, predict the reaction product. The product is: [CH:1]1([C@H:7]([NH:33][C:34]([C@@H:36]2[CH2:41][CH2:40][CH2:39][CH2:38][N:37]2[CH:42]([CH3:44])[CH3:43])=[O:35])[C:8]([NH:10][C@@H:11]([C:29]([CH3:30])([CH3:32])[CH3:31])[C:12]([N:14]2[C@H:25]([C:26]([NH:78][C@:79]3([C:84](=[O:85])[NH:86][S:87]([C:90]4([CH3:93])[CH2:92][CH2:91]4)(=[O:89])=[O:88])[CH2:81][C@H:80]3[CH2:82][CH3:83])=[O:27])[CH2:24][C@:16]3([C:21]([CH3:23])([CH3:22])[C:17]43[CH2:18][CH2:19][CH2:20]4)[CH2:15]2)=[O:13])=[O:9])[CH2:2][CH2:3][CH2:4][CH2:5][CH2:6]1. (6) Given the reactants [CH2:1]([O:8][C:9]1[CH:14]=[CH:13][C:12]([N:15]2[C:19]3=[N:20][CH:21]=[CH:22][CH:23]=[C:18]3[NH:17][C:16]2=[O:24])=[CH:11][CH:10]=1)[C:2]1[CH:7]=[CH:6][CH:5]=[CH:4][CH:3]=1.[H-].[Na+].I[CH2:28][CH3:29].[Cl-].[Cl-].[Ca+2], predict the reaction product. The product is: [CH2:1]([O:8][C:9]1[CH:10]=[CH:11][C:12]([N:15]2[C:19]3=[N:20][CH:21]=[CH:22][CH:23]=[C:18]3[N:17]([CH2:28][CH3:29])[C:16]2=[O:24])=[CH:13][CH:14]=1)[C:2]1[CH:7]=[CH:6][CH:5]=[CH:4][CH:3]=1. (7) The product is: [Br:1][C:2]1[S:3][CH:4]=[C:5]([C:7]([N:12]2[CH:13]([CH3:17])[CH2:14][CH2:15][CH2:16][CH:11]2[CH3:10])=[O:9])[N:6]=1. Given the reactants [Br:1][C:2]1[S:3][CH:4]=[C:5]([C:7]([OH:9])=O)[N:6]=1.[CH3:10][CH:11]1[CH2:16][CH2:15][CH2:14][CH:13]([CH3:17])[NH:12]1.CN(C(ON1N=NC2C=CC=NC1=2)=[N+](C)C)C.F[P-](F)(F)(F)(F)F.CCN(C(C)C)C(C)C, predict the reaction product. (8) Given the reactants [Cl:1][C:2]1[C:3]([NH:8][C@@H:9]2[CH2:14][CH2:13][CH2:12][N:11]([C:15]([O:17][C:18]([CH3:21])([CH3:20])[CH3:19])=[O:16])[CH2:10]2)=[N:4][CH:5]=[CH:6][CH:7]=1.C[Si]([N-][Si](C)(C)C)(C)C.[Li+].[Br:32][C:33]1[CH:41]=[CH:40][C:36]([C:37](Cl)=[O:38])=[CH:35][CH:34]=1.CO, predict the reaction product. The product is: [Br:32][C:33]1[CH:41]=[CH:40][C:36]([C:37]([N:8]([C:3]2[C:2]([Cl:1])=[CH:7][CH:6]=[CH:5][N:4]=2)[C@@H:9]2[CH2:14][CH2:13][CH2:12][N:11]([C:15]([O:17][C:18]([CH3:21])([CH3:20])[CH3:19])=[O:16])[CH2:10]2)=[O:38])=[CH:35][CH:34]=1. (9) Given the reactants C(N(CC)CC)C.[C:8]([C:12]1[CH:13]=[C:14]([NH:30][S:31]([CH3:34])(=[O:33])=[O:32])[C:15]([O:28][CH3:29])=[C:16]([NH:18][C:19](=[O:27])OC2C=CC=CC=2)[CH:17]=1)([CH3:11])([CH3:10])[CH3:9].[NH2:35][C:36]1[C:45]2[C:40](=[CH:41][CH:42]=[CH:43][CH:44]=2)[C:39]([O:46][C:47]2[CH:52]=[CH:51][N:50]=[C:49]([NH:53][C:54]3[CH:59]=[CH:58][C:57]([P:60]([CH3:65])(=[O:64])[O:61][CH2:62][CH3:63])=[C:56]([O:66][CH3:67])[CH:55]=3)[N:48]=2)=[CH:38][CH:37]=1, predict the reaction product. The product is: [C:8]([C:12]1[CH:13]=[C:14]([NH:30][S:31]([CH3:34])(=[O:32])=[O:33])[C:15]([O:28][CH3:29])=[C:16]([NH:18][C:19](=[O:27])[NH:35][C:36]2[C:45]3[C:40](=[CH:41][CH:42]=[CH:43][CH:44]=3)[C:39]([O:46][C:47]3[CH:52]=[CH:51][N:50]=[C:49]([NH:53][C:54]4[CH:59]=[CH:58][C:57]([P:60]([CH3:65])(=[O:64])[O:61][CH2:62][CH3:63])=[C:56]([O:66][CH3:67])[CH:55]=4)[N:48]=3)=[CH:38][CH:37]=2)[CH:17]=1)([CH3:11])([CH3:10])[CH3:9].